From a dataset of NCI-60 drug combinations with 297,098 pairs across 59 cell lines. Regression. Given two drug SMILES strings and cell line genomic features, predict the synergy score measuring deviation from expected non-interaction effect. (1) Drug 1: CC12CCC3C(C1CCC2O)C(CC4=C3C=CC(=C4)O)CCCCCCCCCS(=O)CCCC(C(F)(F)F)(F)F. Drug 2: C1CC(=O)NC(=O)C1N2C(=O)C3=CC=CC=C3C2=O. Cell line: SK-MEL-5. Synergy scores: CSS=-2.55, Synergy_ZIP=0.614, Synergy_Bliss=-0.943, Synergy_Loewe=-3.85, Synergy_HSA=-3.07. (2) Drug 1: CC1=CC=C(C=C1)C2=CC(=NN2C3=CC=C(C=C3)S(=O)(=O)N)C(F)(F)F. Drug 2: CC1C(C(CC(O1)OC2CC(CC3=C2C(=C4C(=C3O)C(=O)C5=C(C4=O)C(=CC=C5)OC)O)(C(=O)CO)O)N)O.Cl. Cell line: SNB-75. Synergy scores: CSS=42.3, Synergy_ZIP=1.80, Synergy_Bliss=5.45, Synergy_Loewe=0.411, Synergy_HSA=7.03. (3) Drug 1: C1CCN(CC1)CCOC2=CC=C(C=C2)C(=O)C3=C(SC4=C3C=CC(=C4)O)C5=CC=C(C=C5)O. Drug 2: CCC1(CC2CC(C3=C(CCN(C2)C1)C4=CC=CC=C4N3)(C5=C(C=C6C(=C5)C78CCN9C7C(C=CC9)(C(C(C8N6C=O)(C(=O)OC)O)OC(=O)C)CC)OC)C(=O)OC)O.OS(=O)(=O)O. Cell line: DU-145. Synergy scores: CSS=21.2, Synergy_ZIP=3.42, Synergy_Bliss=6.49, Synergy_Loewe=-13.5, Synergy_HSA=2.88.